Dataset: Forward reaction prediction with 1.9M reactions from USPTO patents (1976-2016). Task: Predict the product of the given reaction. (1) Given the reactants C(S([N:6]1[CH2:11][CH2:10][CH:9]([C:12]2[C:16]3[N:17]=[C:18]([C:24]4[CH:29]=[CH:28][CH:27]=[CH:26][CH:25]=4)[N:19]=[C:20]([C:21]([NH2:23])=[O:22])[C:15]=3[NH:14][CH:13]=2)[CH2:8][CH2:7]1)(=O)=O)C.C(N(CC)CC)C.[C:37](Cl)(=[O:44])[C:38]1[CH:43]=[CH:42][CH:41]=[CH:40][CH:39]=1, predict the reaction product. The product is: [C:24]1([C:18]2[N:19]=[C:20]([C:21]([NH2:23])=[O:22])[C:15]3[NH:14][CH:13]=[C:12]([CH:9]4[CH2:8][CH2:7][N:6]([C:37]([C:38]5[CH:43]=[CH:42][CH:41]=[CH:40][CH:39]=5)=[O:44])[CH2:11][CH2:10]4)[C:16]=3[N:17]=2)[CH:25]=[CH:26][CH:27]=[CH:28][CH:29]=1. (2) Given the reactants [CH:1]1([C:4]2[CH:5]=[C:6]([C:23]([OH:25])=[O:24])[C:7]3[CH:12]=[N:11][N:10]([CH2:13][CH2:14][NH:15][C:16]([O:18][C:19]([CH3:22])([CH3:21])[CH3:20])=[O:17])[C:8]=3[N:9]=2)[CH2:3][CH2:2]1.N[CH2:27][C:28]1[C:29](=[O:36])[NH:30][C:31]([CH3:35])=[CH:32][C:33]=1[CH3:34].ON1C2N=CC=CC=2N=N1.C(Cl)CCl.CN1CCOCC1, predict the reaction product. The product is: [CH:1]1([C:4]2[CH:5]=[C:6]([C:23]([O:25][CH2:27][C:28]3[C:29](=[O:36])[NH:30][C:31]([CH3:35])=[CH:32][C:33]=3[CH3:34])=[O:24])[C:7]3[CH:12]=[N:11][N:10]([CH2:13][CH2:14][NH:15][C:16]([O:18][C:19]([CH3:22])([CH3:20])[CH3:21])=[O:17])[C:8]=3[N:9]=2)[CH2:3][CH2:2]1. (3) Given the reactants [CH2:1]([S:3]([C:6]1[CH:7]=[CH:8][C:9]([O:27][CH3:28])=[C:10]([NH:12][C:13]2[O:14][C:15]([C:18]3[CH:19]=[C:20]([C:24](=[O:26])[CH3:25])[CH:21]=[CH:22][CH:23]=3)=[CH:16][N:17]=2)[CH:11]=1)(=[O:5])=[O:4])[CH3:2].C(O[CH:34](OC(C)(C)C)[N:35]([CH3:37])[CH3:36])(C)(C)C, predict the reaction product. The product is: [CH3:34][N:35]([CH3:37])/[CH:36]=[CH:25]/[C:24]([C:20]1[CH:21]=[CH:22][CH:23]=[C:18]([C:15]2[O:14][C:13]([NH:12][C:10]3[CH:11]=[C:6]([S:3]([CH2:1][CH3:2])(=[O:5])=[O:4])[CH:7]=[CH:8][C:9]=3[O:27][CH3:28])=[N:17][CH:16]=2)[CH:19]=1)=[O:26].